From a dataset of NCI-60 drug combinations with 297,098 pairs across 59 cell lines. Regression. Given two drug SMILES strings and cell line genomic features, predict the synergy score measuring deviation from expected non-interaction effect. (1) Drug 1: CNC(=O)C1=CC=CC=C1SC2=CC3=C(C=C2)C(=NN3)C=CC4=CC=CC=N4. Drug 2: CN(C(=O)NC(C=O)C(C(C(CO)O)O)O)N=O. Cell line: KM12. Synergy scores: CSS=16.7, Synergy_ZIP=-4.71, Synergy_Bliss=-2.32, Synergy_Loewe=-22.7, Synergy_HSA=-2.65. (2) Drug 1: C1=CC(=CC=C1CC(C(=O)O)N)N(CCCl)CCCl.Cl. Drug 2: CCCCC(=O)OCC(=O)C1(CC(C2=C(C1)C(=C3C(=C2O)C(=O)C4=C(C3=O)C=CC=C4OC)O)OC5CC(C(C(O5)C)O)NC(=O)C(F)(F)F)O. Cell line: BT-549. Synergy scores: CSS=3.14, Synergy_ZIP=-4.57, Synergy_Bliss=-6.78, Synergy_Loewe=-8.61, Synergy_HSA=-8.59. (3) Drug 1: C1=CC=C(C=C1)NC(=O)CCCCCCC(=O)NO. Drug 2: C1CCC(C(C1)N)N.C(=O)(C(=O)[O-])[O-].[Pt+4]. Cell line: SF-539. Synergy scores: CSS=16.1, Synergy_ZIP=-5.11, Synergy_Bliss=0.955, Synergy_Loewe=-2.59, Synergy_HSA=2.17. (4) Drug 1: C(=O)(N)NO. Drug 2: CCC1(C2=C(COC1=O)C(=O)N3CC4=CC5=C(C=CC(=C5CN(C)C)O)N=C4C3=C2)O.Cl. Cell line: 786-0. Synergy scores: CSS=16.0, Synergy_ZIP=4.04, Synergy_Bliss=-1.32, Synergy_Loewe=-46.5, Synergy_HSA=-0.450. (5) Drug 1: COC1=C2C(=CC3=C1OC=C3)C=CC(=O)O2. Drug 2: COCCOC1=C(C=C2C(=C1)C(=NC=N2)NC3=CC=CC(=C3)C#C)OCCOC.Cl. Cell line: OVCAR-8. Synergy scores: CSS=-1.32, Synergy_ZIP=0.180, Synergy_Bliss=-0.492, Synergy_Loewe=-7.24, Synergy_HSA=-4.43. (6) Drug 1: CCN(CC)CCNC(=O)C1=C(NC(=C1C)C=C2C3=C(C=CC(=C3)F)NC2=O)C. Drug 2: C1CC(CNC1)C2=CC=C(C=C2)N3C=C4C=CC=C(C4=N3)C(=O)N. Cell line: UACC62. Synergy scores: CSS=37.5, Synergy_ZIP=1.03, Synergy_Bliss=2.58, Synergy_Loewe=-5.88, Synergy_HSA=7.15. (7) Drug 1: C1=NC2=C(N1)C(=S)N=C(N2)N. Drug 2: C(CN)CNCCSP(=O)(O)O. Cell line: ACHN. Synergy scores: CSS=45.9, Synergy_ZIP=-1.98, Synergy_Bliss=-3.28, Synergy_Loewe=-44.7, Synergy_HSA=-2.56. (8) Drug 1: C1CCC(C(C1)N)N.C(=O)(C(=O)[O-])[O-].[Pt+4]. Drug 2: B(C(CC(C)C)NC(=O)C(CC1=CC=CC=C1)NC(=O)C2=NC=CN=C2)(O)O. Cell line: EKVX. Synergy scores: CSS=34.2, Synergy_ZIP=-0.544, Synergy_Bliss=-0.269, Synergy_Loewe=-30.7, Synergy_HSA=1.86. (9) Drug 1: C1CN1P(=S)(N2CC2)N3CC3. Drug 2: CS(=O)(=O)OCCCCOS(=O)(=O)C. Cell line: HCC-2998. Synergy scores: CSS=26.0, Synergy_ZIP=-1.78, Synergy_Bliss=-0.636, Synergy_Loewe=-12.4, Synergy_HSA=1.19. (10) Drug 1: CC1=C(N=C(N=C1N)C(CC(=O)N)NCC(C(=O)N)N)C(=O)NC(C(C2=CN=CN2)OC3C(C(C(C(O3)CO)O)O)OC4C(C(C(C(O4)CO)O)OC(=O)N)O)C(=O)NC(C)C(C(C)C(=O)NC(C(C)O)C(=O)NCCC5=NC(=CS5)C6=NC(=CS6)C(=O)NCCC[S+](C)C)O. Drug 2: C1CCC(C(C1)N)N.C(=O)(C(=O)[O-])[O-].[Pt+4]. Cell line: NCI-H460. Synergy scores: CSS=71.2, Synergy_ZIP=2.61, Synergy_Bliss=2.37, Synergy_Loewe=-1.32, Synergy_HSA=6.15.